From a dataset of Forward reaction prediction with 1.9M reactions from USPTO patents (1976-2016). Predict the product of the given reaction. (1) Given the reactants [Br:1][C:2]1[CH:3]=[C:4]([CH:9]=[CH:10][C:11]=1[CH3:12])[C:5]([NH:7][NH2:8])=[O:6].[CH3:13][C:14]([CH3:16])=O.FC(F)(F)C(O)=O, predict the reaction product. The product is: [Br:1][C:2]1[CH:3]=[C:4]([CH:9]=[CH:10][C:11]=1[CH3:12])[C:5]([NH:7][N:8]=[C:14]([CH3:16])[CH3:13])=[O:6]. (2) Given the reactants C([O:3][C:4]([C:6]1[CH:7]=[CH:8][C:9]2[N:10]([CH:12]=[C:13]([C:15]([NH:17][C:18]3[CH:23]=[CH:22][CH:21]=[CH:20][CH:19]=3)=[O:16])[N:14]=2)[CH:11]=1)=[CH2:5])C.O.[Br:25]N1C(=O)CCC1=O, predict the reaction product. The product is: [Br:25][CH2:3][C:4]([C:6]1[CH:7]=[CH:8][C:9]2[N:10]([CH:12]=[C:13]([C:15]([NH:17][C:18]3[CH:23]=[CH:22][CH:21]=[CH:20][CH:19]=3)=[O:16])[N:14]=2)[CH:11]=1)=[O:5]. (3) The product is: [O:1]=[C:2]1[N:11]([C:12]2[CH:16]=[C:15]([S:17]([N:20]3[C:26]4[CH:27]=[CH:28][CH:29]=[CH:30][C:25]=4[CH2:24][CH2:23][CH2:22][CH2:21]3)(=[O:19])=[O:18])[S:14][C:13]=2[C:31]#[N:33])[C:10](=[O:34])[C:9]2[C:4](=[CH:5][CH:6]=[CH:7][CH:8]=2)[NH:3]1. Given the reactants [O:1]=[C:2]1[N:11]([C:12]2[CH:16]=[C:15]([S:17]([N:20]3[C:26]4[CH:27]=[CH:28][CH:29]=[CH:30][C:25]=4[CH2:24][CH2:23][CH2:22][CH2:21]3)(=[O:19])=[O:18])[S:14][C:13]=2[C:31]([NH2:33])=O)[C:10](=[O:34])[C:9]2[C:4](=[CH:5][CH:6]=[CH:7][CH:8]=2)[NH:3]1.CN(C=O)C.S(Cl)(Cl)=O.C(=O)([O-])O.[Na+], predict the reaction product. (4) Given the reactants C(C1C=C(C(C2N(C)N=C(C3C=CC=CC=3)N=2)O)C=CC=1)C.[CH3:23][N:24]1[CH:28]=[N:27][C:26]([C:29]2[CH:34]=[CH:33][CH:32]=[CH:31][CH:30]=2)=[N:25]1.[F:35][C:36]1[CH:43]=[C:42]([F:44])[C:41]([O:45][CH3:46])=[CH:40][C:37]=1[CH:38]=[O:39], predict the reaction product. The product is: [F:35][C:36]1[CH:43]=[C:42]([F:44])[C:41]([O:45][CH3:46])=[CH:40][C:37]=1[CH:38]([C:28]1[N:24]([CH3:23])[N:25]=[C:26]([C:29]2[CH:30]=[CH:31][CH:32]=[CH:33][CH:34]=2)[N:27]=1)[OH:39]. (5) Given the reactants [BH4-].[Li+].C([O:5][C:6]([CH:8]1[CH2:13][CH2:12][N:11]([C:14]2[CH:19]=[C:18]([CH3:20])[N:17]=[C:16]3[N:21]([C:25]4[C:30]([CH3:31])=[CH:29][C:28]([Cl:32])=[CH:27][C:26]=4[CH3:33])[CH:22]=[C:23]([CH3:24])[C:15]=23)[CH2:10][CH2:9]1)=O)C.Cl.[OH-].[Na+], predict the reaction product. The product is: [Cl:32][C:28]1[CH:29]=[C:30]([CH3:31])[C:25]([N:21]2[C:16]3=[N:17][C:18]([CH3:20])=[CH:19][C:14]([N:11]4[CH2:10][CH2:9][CH:8]([CH2:6][OH:5])[CH2:13][CH2:12]4)=[C:15]3[C:23]([CH3:24])=[CH:22]2)=[C:26]([CH3:33])[CH:27]=1. (6) The product is: [CH3:1][O:2][C:3]([C@@H:5]([N:13]1[CH2:21][C:17]2[CH:18]=[CH:19][S:20][C:16]=2[CH2:15][CH2:14]1)[C:6]1[C:11]([Cl:12])=[CH:10][CH:9]=[CH:8][CH:7]=1)=[O:4].[ClH:28]. Given the reactants [CH3:1][O:2][C:3]([C@@H:5]([N:13]1[CH2:21][C:17]2[CH:18]=[CH:19][S:20][C:16]=2[CH2:15][CH2:14]1)[C:6]1[CH:7]=[CH:8][CH:9]=[CH:10][C:11]=1[Cl:12])=[O:4].C(O)(=O)C.C[Si](C)(C)[Cl:28].C(OC(C)C)(C)C, predict the reaction product. (7) The product is: [CH3:31][N:15]([C:14](=[C:24]([C:25]#[N:26])[C:27]#[N:28])[N:11]1[CH2:12][CH2:13][CH:8]([CH2:7][N:3]2[CH2:4][CH2:5][CH2:6][CH:2]2[CH3:1])[CH2:9][CH2:10]1)[CH2:16][CH2:17][N:18]1[CH2:23][CH2:22][CH2:21][CH2:20][CH2:19]1. Given the reactants [CH3:1][CH:2]1[CH2:6][CH2:5][CH2:4][N:3]1[CH2:7][CH:8]1[CH2:13][CH2:12][N:11]([C:14](=[C:24]([C:27]#[N:28])[C:25]#[N:26])[NH:15][CH2:16][CH2:17][N:18]2[CH2:23][CH2:22][CH2:21][CH2:20][CH2:19]2)[CH2:10][CH2:9]1.[H-].[Na+].[CH3:31]I, predict the reaction product. (8) Given the reactants [CH2:1]([O:3][C:4]([C:6]1[CH:11]=[CH:10][C:9]([C:12]2[CH:17]=[CH:16][CH:15]=[C:14]([CH2:18][OH:19])[CH:13]=2)=[CH:8][CH:7]=1)=[O:5])[CH3:2].O[C:21]1[CH:22]=[N:23][CH:24]=[CH:25][CH:26]=1.C1(P(C2C=CC=CC=2)C2C=CC=CC=2)C=CC=CC=1.CCOC(/N=N/C(OCC)=O)=O, predict the reaction product. The product is: [CH2:1]([O:3][C:4]([C:6]1[CH:7]=[CH:8][C:9]([C:12]2[CH:17]=[CH:16][CH:15]=[C:14]([CH2:18][O:19][C:21]3[CH:22]=[N:23][CH:24]=[CH:25][CH:26]=3)[CH:13]=2)=[CH:10][CH:11]=1)=[O:5])[CH3:2]. (9) Given the reactants [OH-].[Na+].O.[CH3:4][C:5]([C:7]1[CH:8]=[CH:9][C:10]([OH:13])=[CH:11][CH:12]=1)=[O:6].[CH3:14][O:15][C:16]1[CH:23]=[CH:22][C:19]([CH:20]=O)=[CH:18][CH:17]=1, predict the reaction product. The product is: [OH:13][C:10]1[CH:11]=[CH:12][C:7]([C:5](=[O:6])[CH:4]=[CH:20][C:19]2[CH:22]=[CH:23][C:16]([O:15][CH3:14])=[CH:17][CH:18]=2)=[CH:8][CH:9]=1.